This data is from hERG Central: cardiac toxicity at 1µM, 10µM, and general inhibition. The task is: Predict hERG channel inhibition at various concentrations. (1) The drug is CCc1ccc(NC(=O)CN2CCCN(S(=O)(=O)c3ccc(F)cc3)CC2)cc1. Results: hERG_inhib (hERG inhibition (general)): blocker. (2) The molecule is CN(C)C(=O)c1ccccc1Sc1ccc(Cl)cc1Cl. Results: hERG_inhib (hERG inhibition (general)): blocker. (3) The molecule is CCOC(=O)C1(CC2CCCCO2)CCN(Cc2c(C)cc(C)cc2-n2cccn2)CC1. Results: hERG_inhib (hERG inhibition (general)): blocker. (4) The compound is CCN(c1ccccc1)S(=O)(=O)c1ccc(OC)c(NC(=O)CCc2nc3ccccc3c(=O)[nH]2)c1. Results: hERG_inhib (hERG inhibition (general)): blocker.